From a dataset of NCI-60 drug combinations with 297,098 pairs across 59 cell lines. Regression. Given two drug SMILES strings and cell line genomic features, predict the synergy score measuring deviation from expected non-interaction effect. (1) Drug 1: CC1C(C(CC(O1)OC2CC(CC3=C2C(=C4C(=C3O)C(=O)C5=C(C4=O)C(=CC=C5)OC)O)(C(=O)C)O)N)O.Cl. Drug 2: CC1CCC2CC(C(=CC=CC=CC(CC(C(=O)C(C(C(=CC(C(=O)CC(OC(=O)C3CCCCN3C(=O)C(=O)C1(O2)O)C(C)CC4CCC(C(C4)OC)O)C)C)O)OC)C)C)C)OC. Cell line: TK-10. Synergy scores: CSS=23.4, Synergy_ZIP=-8.02, Synergy_Bliss=-0.482, Synergy_Loewe=1.16, Synergy_HSA=2.20. (2) Drug 1: CC12CCC3C(C1CCC2O)C(CC4=C3C=CC(=C4)O)CCCCCCCCCS(=O)CCCC(C(F)(F)F)(F)F. Drug 2: CCCCCOC(=O)NC1=NC(=O)N(C=C1F)C2C(C(C(O2)C)O)O. Cell line: SF-268. Synergy scores: CSS=-0.705, Synergy_ZIP=4.88, Synergy_Bliss=3.89, Synergy_Loewe=-2.12, Synergy_HSA=-2.22. (3) Drug 1: CC(C)(C#N)C1=CC(=CC(=C1)CN2C=NC=N2)C(C)(C)C#N. Drug 2: CC1CCCC2(C(O2)CC(NC(=O)CC(C(C(=O)C(C1O)C)(C)C)O)C(=CC3=CSC(=N3)C)C)C. Cell line: SN12C. Synergy scores: CSS=33.3, Synergy_ZIP=1.70, Synergy_Bliss=1.13, Synergy_Loewe=-12.0, Synergy_HSA=0.367. (4) Drug 1: CCN(CC)CCCC(C)NC1=C2C=C(C=CC2=NC3=C1C=CC(=C3)Cl)OC. Drug 2: C(CN)CNCCSP(=O)(O)O. Cell line: HCC-2998. Synergy scores: CSS=41.8, Synergy_ZIP=-4.45, Synergy_Bliss=-9.32, Synergy_Loewe=-57.2, Synergy_HSA=-8.39. (5) Drug 1: C1=CN(C(=O)N=C1N)C2C(C(C(O2)CO)O)O.Cl. Drug 2: CCC1=C2CN3C(=CC4=C(C3=O)COC(=O)C4(CC)O)C2=NC5=C1C=C(C=C5)O. Cell line: LOX IMVI. Synergy scores: CSS=47.7, Synergy_ZIP=-1.31, Synergy_Bliss=0.908, Synergy_Loewe=2.42, Synergy_HSA=4.61. (6) Drug 1: CC=C1C(=O)NC(C(=O)OC2CC(=O)NC(C(=O)NC(CSSCCC=C2)C(=O)N1)C(C)C)C(C)C. Drug 2: C1=CC=C(C=C1)NC(=O)CCCCCCC(=O)NO. Cell line: MDA-MB-231. Synergy scores: CSS=49.1, Synergy_ZIP=-2.00, Synergy_Bliss=-0.304, Synergy_Loewe=-13.1, Synergy_HSA=0.693.